This data is from Reaction yield outcomes from USPTO patents with 853,638 reactions. The task is: Predict the reaction yield, written as a fraction of the theoretical maximum amount of product (1.0 means a 100% yield; for example, 0.34 means a 34% yield). (1) The reactants are O[CH:2]1[C:6]2[CH:7]=[C:8]([NH:13][C:14](=[O:20])[CH2:15][C:16]([CH3:19])([CH3:18])[CH3:17])[C:9]([CH3:12])=[C:10]([CH3:11])[C:5]=2[O:4][C:3]1([CH3:22])[CH3:21].[NH2:23][C:24]1[CH:29]=[CH:28][CH:27]=[CH:26][CH:25]=1. The product is [NH:23]([CH:2]1[C:6]2[CH:7]=[C:8]([NH:13][C:14](=[O:20])[CH2:15][C:16]([CH3:18])([CH3:17])[CH3:19])[C:9]([CH3:12])=[C:10]([CH3:11])[C:5]=2[O:4][C:3]1([CH3:22])[CH3:21])[C:24]1[CH:29]=[CH:28][CH:27]=[CH:26][CH:25]=1. The yield is 0.790. The catalyst is C(OCC)(=O)C.CCCCCC. (2) The reactants are [Br:1][C:2]1[CH:3]=[N:4][CH:5]=[C:6]([CH:9]=1)[CH:7]=[O:8].[BH4-].[Na+]. The catalyst is CO. The product is [Br:1][C:2]1[CH:9]=[C:6]([CH2:7][OH:8])[CH:5]=[N:4][CH:3]=1. The yield is 0.900. (3) The reactants are C([O:4][C:5]1[CH:10]=[C:9]([Br:11])[CH:8]=[C:7]([CH2:12][C:13]2[CH:18]=[CH:17][C:16]([O:19][CH3:20])=[CH:15][CH:14]=2)[C:6]=1[Cl:21])C=C.CCN([C:27]1[CH:28]=CC=C[CH:32]=1)CC. No catalyst specified. The product is [CH2:28]([C:10]1[C:9]([Br:11])=[CH:8][C:7]([CH2:12][C:13]2[CH:14]=[CH:15][C:16]([O:19][CH3:20])=[CH:17][CH:18]=2)=[C:6]([Cl:21])[C:5]=1[OH:4])[CH:27]=[CH2:32]. The yield is 0.920. (4) The reactants are [C:1]([C:3]1[CH:12]=[CH:11][CH:10]=[C:9]2[C:4]=1[CH:5]=[C:6]([C:14]1[CH:19]=[CH:18][C:17](OS(C(F)(F)F)(=O)=O)=[CH:16][CH:15]=1)[NH:7][C:8]2=[O:13])#[N:2].[CH3:28][C:29]1[O:33][C:32]([N:34]2[CH2:40][CH2:39][CH2:38][NH:37][CH2:36][CH2:35]2)=[N:31][N:30]=1.CC([O-])(C)C.[Na+]. The catalyst is O1CCOCC1.C1C=CC(/C=C/C(/C=C/C2C=CC=CC=2)=O)=CC=1.C1C=CC(/C=C/C(/C=C/C2C=CC=CC=2)=O)=CC=1.C1C=CC(/C=C/C(/C=C/C2C=CC=CC=2)=O)=CC=1.[Pd].[Pd]. The product is [CH3:28][C:29]1[O:33][C:32]([N:34]2[CH2:40][CH2:39][CH2:38][N:37]([C:17]3[CH:18]=[CH:19][C:14]([C:6]4[NH:7][C:8](=[O:13])[C:9]5[CH:10]=[CH:11][CH:12]=[C:3]([C:1]#[N:2])[C:4]=5[CH:5]=4)=[CH:15][CH:16]=3)[CH2:36][CH2:35]2)=[N:31][N:30]=1. The yield is 0.0700.